From a dataset of Full USPTO retrosynthesis dataset with 1.9M reactions from patents (1976-2016). Predict the reactants needed to synthesize the given product. (1) Given the product [Br:1][C:2]1[CH:3]=[C:4]([NH2:13])[C:5]([NH2:6])=[CH:7][C:8]=1[C:9]([F:12])([F:11])[F:10], predict the reactants needed to synthesize it. The reactants are: [Br:1][C:2]1[C:8]([C:9]([F:12])([F:11])[F:10])=[CH:7][C:5]([NH2:6])=[C:4]([N+:13]([O-])=O)[CH:3]=1.O.[Sn](Cl)Cl.C(=O)(O)[O-].[Na+]. (2) The reactants are: [NH2:1][C:2]1[CH:3]=[C:4]([CH:8]=[CH:9][C:10]=1[CH2:11][CH3:12])[C:5]([OH:7])=[O:6].[N:13](OC(C)(C)C)=O.C([O-])(=O)C.[K+].C1OCCOCCOCCOCCOCCOC1. Given the product [C:5]([C:4]1[CH:3]=[C:2]2[C:10]([C:11]([CH3:12])=[N:13][NH:1]2)=[CH:9][CH:8]=1)([OH:7])=[O:6], predict the reactants needed to synthesize it. (3) Given the product [Br:15][C:16]1[CH:25]=[CH:24][C:19]([C:20]([CH:11]2[CH2:12][CH2:13][N:9]([CH:7]=[CH2:8])[C:10]2=[O:14])=[O:21])=[CH:18][CH:17]=1, predict the reactants needed to synthesize it. The reactants are: CC(C)([O-])C.[K+].[CH:7]([N:9]1[CH2:13][CH2:12][CH2:11][C:10]1=[O:14])=[CH2:8].[Br:15][C:16]1[CH:25]=[CH:24][C:19]([C:20](OC)=[O:21])=[CH:18][CH:17]=1.Cl. (4) Given the product [Cl:16][C:4]1[N:5]=[C:6]([C:8]2[S:9][CH:10]=[CH:11][CH:12]=2)[N:7]=[C:2]([NH2:1])[CH:3]=1, predict the reactants needed to synthesize it. The reactants are: [NH2:1][C:2]1[N:7]=[C:6]([C:8]2[S:9][CH:10]=[CH:11][CH:12]=2)[N:5]=[C:4](O)[CH:3]=1.P(Cl)(Cl)([Cl:16])=O.